This data is from Full USPTO retrosynthesis dataset with 1.9M reactions from patents (1976-2016). The task is: Predict the reactants needed to synthesize the given product. (1) Given the product [CH:1]1([CH2:4][C:5]2[C:10]([C:11]3[CH:16]=[CH:15][N:14]=[C:13]([S:17]([CH3:18])=[O:27])[N:12]=3)=[CH:9][N:8]=[CH:7][N:6]=2)[CH2:2][CH2:3]1, predict the reactants needed to synthesize it. The reactants are: [CH:1]1([CH2:4][C:5]2[C:10]([C:11]3[CH:16]=[CH:15][N:14]=[C:13]([S:17][CH3:18])[N:12]=3)=[CH:9][N:8]=[CH:7][N:6]=2)[CH2:3][CH2:2]1.C1C=C(Cl)C=C(C(OO)=[O:27])C=1. (2) The reactants are: [CH3:1][CH:2]([CH3:31])[CH2:3][C@H:4]([NH:23]C(=O)OC(C)(C)C)[CH2:5][O:6][C:7]1[CH:8]=[CH:9][C:10]2[C:19]3[C:14](=[CH:15][N:16]=[CH:17][CH:18]=3)[C:13](=[O:20])[N:12]([CH3:21])[C:11]=2[CH:22]=1.Cl. Given the product [NH2:23][C@@H:4]([CH2:3][CH:2]([CH3:31])[CH3:1])[CH2:5][O:6][C:7]1[CH:8]=[CH:9][C:10]2[C:19]3[C:14](=[CH:15][N:16]=[CH:17][CH:18]=3)[C:13](=[O:20])[N:12]([CH3:21])[C:11]=2[CH:22]=1, predict the reactants needed to synthesize it. (3) Given the product [NH2:18][C:19]1[CH:24]=[CH:23][C:22]([O:25][C:43]2[CH:42]=[CH:41][N:40]=[C:39]([C:37]([NH:36][CH2:35][CH2:34][O:33][Si:26]([C:29]([CH3:32])([CH3:31])[CH3:30])([CH3:27])[CH3:28])=[O:38])[CH:44]=2)=[CH:21][CH:20]=1, predict the reactants needed to synthesize it. The reactants are: NC1C=C(C=CC=1)OC1C=CN=C(C(N)=O)C=1.[NH2:18][C:19]1[CH:24]=[CH:23][C:22]([OH:25])=[CH:21][CH:20]=1.[Si:26]([O:33][CH2:34][CH2:35][NH:36][C:37]([C:39]1[C:44](Cl)=[CH:43][CH:42]=[CH:41][N:40]=1)=[O:38])([C:29]([CH3:32])([CH3:31])[CH3:30])([CH3:28])[CH3:27]. (4) Given the product [CH3:49][N:48]([CH3:50])[C:46](=[O:47])[CH2:45][O:44][C:41]1[CH:42]=[C:43]2[C:38]([CH2:37][CH2:36][N:35]2[C:7]2[C:8]3[CH2:24][S:23](=[N:25][C:26](=[O:31])[C:27]([F:30])([F:28])[F:29])(=[O:32])[CH2:22][C:9]=3[N:10]=[C:11]([C:13]3[CH:18]=[CH:17][C:16]([O:19][CH3:20])=[C:15]([F:21])[CH:14]=3)[N:12]=2)=[CH:39][CH:40]=1, predict the reactants needed to synthesize it. The reactants are: FC(F)(F)S(O[C:7]1[C:8]2[CH2:24][S:23](=[O:32])(=[N:25][C:26](=[O:31])[C:27]([F:30])([F:29])[F:28])[CH2:22][C:9]=2[N:10]=[C:11]([C:13]2[CH:18]=[CH:17][C:16]([O:19][CH3:20])=[C:15]([F:21])[CH:14]=2)[N:12]=1)(=O)=O.[NH:35]1[C:43]2[C:38](=[CH:39][CH:40]=[C:41]([O:44][CH2:45][C:46]([N:48]([CH3:50])[CH3:49])=[O:47])[CH:42]=2)[CH2:37][CH2:36]1. (5) Given the product [Cl:23][C:18]1[C:17]([C:13]2[CH:12]=[C:11]([N:9]3[CH:10]=[C:6]([C:4]([C:29]4[S:30][C:26]([CH3:25])=[CH:27][N:28]=4)=[O:5])[N:7]=[CH:8]3)[CH:16]=[CH:15][CH:14]=2)=[CH:22][CH:21]=[CH:20][N:19]=1, predict the reactants needed to synthesize it. The reactants are: CON(C)[C:4]([C:6]1[N:7]=[CH:8][N:9]([C:11]2[CH:16]=[CH:15][CH:14]=[C:13]([C:17]3[C:18]([Cl:23])=[N:19][CH:20]=[CH:21][CH:22]=3)[CH:12]=2)[CH:10]=1)=[O:5].[CH3:25][C:26]1[S:30][CH:29]=[N:28][CH:27]=1. (6) The reactants are: [CH2:1]([Mg]Br)[CH3:2].[Cl-].[CH:6]([C:9]1[CH:14]=[CH:13][CH:12]=[C:11]([CH:15](C)[CH3:16])C=1[NH+]1CCN(C2[C:9]([CH:6](C)[CH3:7])=[CH:14][CH:13]=[CH:12][C:11]=2[CH:15](C)[CH3:16])C1)(C)[CH3:7].ClC1C=CC=CC=1.C1(C)C=CC([Mg]Br)=CC=1.C(C(C(C([O-])=O)O)O)([O-])=O.[K+].[Na+]. Given the product [CH3:7][CH2:6][CH2:9][CH2:14][CH2:13][CH2:12][CH2:11][CH2:15][CH2:16][CH2:1][CH3:2], predict the reactants needed to synthesize it.